This data is from Peptide-MHC class II binding affinity with 134,281 pairs from IEDB. The task is: Regression. Given a peptide amino acid sequence and an MHC pseudo amino acid sequence, predict their binding affinity value. This is MHC class II binding data. (1) The peptide sequence is NGSAEVHRGAVPRRG. The MHC is DRB1_0901 with pseudo-sequence DRB1_0901. The binding affinity (normalized) is 0. (2) The peptide sequence is SADFPQFKPEEITGI. The MHC is DRB1_1201 with pseudo-sequence DRB1_1201. The binding affinity (normalized) is 0. (3) The peptide sequence is SLDISLETVAIDRPA. The MHC is DRB3_0101 with pseudo-sequence DRB3_0101. The binding affinity (normalized) is 0.466.